Dataset: Full USPTO retrosynthesis dataset with 1.9M reactions from patents (1976-2016). Task: Predict the reactants needed to synthesize the given product. The reactants are: Cl.[F:2][CH:3]1[CH2:6][NH:5][CH2:4]1.CCN(C(C)C)C(C)C.[CH2:16]([C:18]1[C:26]2[C:21](=[CH:22][CH:23]=[CH:24][C:25]=2[NH:27][C:28]([C:30]2[N:34]3[CH:35]=[CH:36][C:37]([CH2:39][CH:40]=O)=[CH:38][C:33]3=[N:32][CH:31]=2)=[O:29])[N:20]([CH2:42][C:43]2[CH:48]=[CH:47][CH:46]=[C:45]([CH3:49])[N:44]=2)[N:19]=1)[CH3:17]. Given the product [CH2:16]([C:18]1[C:26]2[C:21](=[CH:22][CH:23]=[CH:24][C:25]=2[NH:27][C:28]([C:30]2[N:34]3[CH:35]=[CH:36][C:37]([CH2:39][CH2:40][N:5]4[CH2:6][CH:3]([F:2])[CH2:4]4)=[CH:38][C:33]3=[N:32][CH:31]=2)=[O:29])[N:20]([CH2:42][C:43]2[CH:48]=[CH:47][CH:46]=[C:45]([CH3:49])[N:44]=2)[N:19]=1)[CH3:17], predict the reactants needed to synthesize it.